Dataset: Peptide-MHC class II binding affinity with 134,281 pairs from IEDB. Task: Regression. Given a peptide amino acid sequence and an MHC pseudo amino acid sequence, predict their binding affinity value. This is MHC class II binding data. The peptide sequence is SAAPLRTITADTFRK. The MHC is DRB1_0802 with pseudo-sequence DRB1_0802. The binding affinity (normalized) is 0.261.